From a dataset of Catalyst prediction with 721,799 reactions and 888 catalyst types from USPTO. Predict which catalyst facilitates the given reaction. (1) Reactant: [CH3:1][C:2]1[CH:7]=[CH:6][N:5]=[C:4]([NH:8][C:9]2[N:14]=[C:13]([C:15]3[S:19][C:18]([C:20]4[CH:27]=[CH:26][C:23]([C:24]#[N:25])=[CH:22][CH:21]=4)=[N:17][CH:16]=3)[CH:12]=[CH:11][CH:10]=2)[CH:3]=1.N.[OH:29]O. Product: [CH3:1][C:2]1[CH:7]=[CH:6][N:5]=[C:4]([NH:8][C:9]2[N:14]=[C:13]([C:15]3[S:19][C:18]([C:20]4[CH:27]=[CH:26][C:23]([C:24]([NH2:25])=[O:29])=[CH:22][CH:21]=4)=[N:17][CH:16]=3)[CH:12]=[CH:11][CH:10]=2)[CH:3]=1. The catalyst class is: 14. (2) Reactant: [NH2:1][C:2]1[C:3]([N+:13]([O-:15])=[O:14])=[C:4]([CH2:9]C(O)=O)[CH:5]=[C:6]([F:8])[CH:7]=1.CO. Product: [NH2:1][C:2]1[CH:7]=[C:6]([F:8])[CH:5]=[C:4]([CH3:9])[C:3]=1[N+:13]([O-:15])=[O:14]. The catalyst class is: 10. (3) Reactant: [Al].Br[C:3]1[C:4]([O:26][CH3:27])=[CH:5][C:6]2[N:7]([CH2:16][CH2:17][CH:18]([CH3:25])[CH2:19][CH2:20][CH2:21][CH:22]([CH3:24])[CH3:23])[C:8]3[C:13]([C:14]=2[CH:15]=1)=[CH:12][CH:11]=[CH:10][CH:9]=3.[CH3:28][CH:29]([CH2:56][CH2:57][CH2:58][CH:59]([CH3:61])[CH3:60])[CH2:30][CH2:31][N:32]1[C:44]2[CH:43]=[C:42]([O:45][CH3:46])[C:41](B3OC(C)(C)C(C)(C)O3)=[CH:40][C:39]=2[C:38]2[C:33]1=[CH:34][CH:35]=[CH:36][CH:37]=2.C(=O)([O-])[O-].[K+].[K+]. Product: [CH3:25][CH:18]([CH2:19][CH2:20][CH2:21][CH:22]([CH3:24])[CH3:23])[CH2:17][CH2:16][N:7]1[C:6]2[CH:5]=[C:4]([O:26][CH3:27])[C:3]([C:41]3[C:42]([O:45][CH3:46])=[CH:43][C:44]4[N:32]([CH2:31][CH2:30][CH:29]([CH3:28])[CH2:56][CH2:57][CH2:58][CH:59]([CH3:61])[CH3:60])[C:33]5[C:38]([C:39]=4[CH:40]=3)=[CH:37][CH:36]=[CH:35][CH:34]=5)=[CH:15][C:14]=2[C:13]2[C:8]1=[CH:9][CH:10]=[CH:11][CH:12]=2. The catalyst class is: 11. (4) Reactant: [NH2:1][C:2]1[N:7]=[C:6]([N:8]2[C@H:13]([CH3:14])[CH2:12][CH2:11][C@H:10]([C:15]([NH:17][C@@H:18]([CH:20]3[CH2:25][CH2:24][CH2:23][CH2:22][CH2:21]3)[CH3:19])=[O:16])[CH2:9]2)[CH:5]=[C:4]([C:26]2[CH:31]=[CH:30][C:29]([C:32]#[N:33])=[C:28](F)[CH:27]=2)[N:3]=1.CCO.CCN(C(C)C)C(C)C.[NH2:47][NH2:48]. Product: [NH2:1][C:2]1[N:7]=[C:6]([N:8]2[C@H:13]([CH3:14])[CH2:12][CH2:11][C@H:10]([C:15]([NH:17][C@@H:18]([CH:20]3[CH2:25][CH2:24][CH2:23][CH2:22][CH2:21]3)[CH3:19])=[O:16])[CH2:9]2)[CH:5]=[C:4]([C:26]2[CH:27]=[C:28]3[C:29]([C:32]([NH2:33])=[N:47][NH:48]3)=[CH:30][CH:31]=2)[N:3]=1. The catalyst class is: 72. (5) Reactant: [CH3:1][N:2]1[C:6]([NH:7][C:8]2[N:9]=[CH:10][C:11]3[C:16]([CH:17]=2)=[CH:15][C:14]([C:18]([O:20]C)=[O:19])=[CH:13][CH:12]=3)=[CH:5][C:4]([CH3:22])=[N:3]1.[Li+].[OH-].Cl. Product: [CH3:1][N:2]1[C:6]([NH:7][C:8]2[N:9]=[CH:10][C:11]3[C:16]([CH:17]=2)=[CH:15][C:14]([C:18]([OH:20])=[O:19])=[CH:13][CH:12]=3)=[CH:5][C:4]([CH3:22])=[N:3]1. The catalyst class is: 20. (6) Reactant: [C:1]([C:5]1[N:10]=[C:9]([N:11]2[CH2:16][CH2:15][N:14]([CH2:17][CH2:18][CH2:19]Cl)[CH2:13][CH2:12]2)[CH:8]=[C:7]([CH:21]2[CH2:24][CH2:23][CH2:22]2)[N:6]=1)([CH3:4])([CH3:3])[CH3:2].[CH3:25][N:26]1[CH:30]=[N:29][N:28]=[C:27]1[SH:31].[OH-].[Li+].[I-].[K+]. Product: [C:1]([C:5]1[N:10]=[C:9]([N:11]2[CH2:16][CH2:15][N:14]([CH2:17][CH2:18][CH2:19][S:31][C:27]3[N:26]([CH3:25])[CH:30]=[N:29][N:28]=3)[CH2:13][CH2:12]2)[CH:8]=[C:7]([CH:21]2[CH2:24][CH2:23][CH2:22]2)[N:6]=1)([CH3:4])([CH3:3])[CH3:2]. The catalyst class is: 9. (7) Reactant: [Cl:1][C:2]1[N:7]=[CH:6][C:5]([S:8](Cl)(=[O:10])=[O:9])=[CH:4][CH:3]=1.[N:12]1([CH:17]2[CH2:22][CH2:21][NH:20][CH2:19][CH2:18]2)[CH2:16][CH2:15][CH2:14][CH2:13]1.C(N(CC)CC)C. Product: [Cl:1][C:2]1[CH:3]=[CH:4][C:5]([S:8]([N:20]2[CH2:21][CH2:22][CH:17]([N:12]3[CH2:16][CH2:15][CH2:14][CH2:13]3)[CH2:18][CH2:19]2)(=[O:10])=[O:9])=[CH:6][N:7]=1. The catalyst class is: 174.